This data is from Catalyst prediction with 721,799 reactions and 888 catalyst types from USPTO. The task is: Predict which catalyst facilitates the given reaction. Reactant: [C:1](N1C=CN=C1)(N1C=CN=C1)=[O:2].[N+:13]([C:16]1[CH:25]=[CH:24][C:19]([C:20]([NH:22][NH2:23])=[O:21])=[CH:18][CH:17]=1)([O-:15])=[O:14].C(N(CC)CC)C. Product: [N+:13]([C:16]1[CH:25]=[CH:24][C:19]([C:20]2[O:21][C:1]([OH:2])=[N:23][N:22]=2)=[CH:18][CH:17]=1)([O-:15])=[O:14]. The catalyst class is: 85.